Dataset: Reaction yield outcomes from USPTO patents with 853,638 reactions. Task: Predict the reaction yield, written as a fraction of the theoretical maximum amount of product (1.0 means a 100% yield; for example, 0.34 means a 34% yield). (1) The reactants are [Cl:1][C:2]1[CH:3]=[CH:4][C:5]2[O:9][CH:8]([C:10]([N:12]3[CH2:17][CH2:16][N:15](C(OC(C)(C)C)=O)[CH2:14][CH2:13]3)=[O:11])[CH2:7][C:6]=2[CH:25]=1.FC(F)(F)C(O)=O.O.C(=O)(O)[O-].[Na+]. The catalyst is ClCCl. The product is [Cl:1][C:2]1[CH:3]=[CH:4][C:5]2[O:9][CH:8]([C:10]([N:12]3[CH2:13][CH2:14][NH:15][CH2:16][CH2:17]3)=[O:11])[CH2:7][C:6]=2[CH:25]=1. The yield is 0.960. (2) The reactants are [H-].[Na+].[C:3]([C:7]1[O:11][N:10]=[C:9]([NH:12][C:13]([NH:15][C:16]2[CH:21]=[CH:20][CH:19]=[C:18]([SH:22])[CH:17]=2)=[O:14])[CH:8]=1)([CH3:6])([CH3:5])[CH3:4].[Cl:23][C:24]1[N:33]=[C:32](Cl)[C:31]2[C:26](=[CH:27][C:28]([O:37][CH3:38])=[C:29]([O:35][CH3:36])[CH:30]=2)[N:25]=1. The catalyst is CN(C=O)C.O. The product is [C:3]([C:7]1[O:11][N:10]=[C:9]([NH:12][C:13]([NH:15][C:16]2[CH:21]=[CH:20][CH:19]=[C:18]([S:22][C:32]3[C:31]4[C:26](=[CH:27][C:28]([O:37][CH3:38])=[C:29]([O:35][CH3:36])[CH:30]=4)[N:25]=[C:24]([Cl:23])[N:33]=3)[CH:17]=2)=[O:14])[CH:8]=1)([CH3:6])([CH3:4])[CH3:5]. The yield is 0.130. (3) The reactants are N1[CH:6]=[CH:5][C:4]([C:7]2[O:11][N:10]=[C:9]([CH2:12][P:13](=[O:20])([O:17][CH2:18][CH3:19])[O:14][CH2:15][CH3:16])[N:8]=2)=CC=1.[N:21]1C=CC=[CH:23][C:22]=1C(Cl)=O.Cl. No catalyst specified. The product is [N:21]1[CH:22]=[CH:23][CH:6]=[CH:5][C:4]=1[C:7]1[O:11][N:10]=[C:9]([CH2:12][P:13](=[O:20])([O:14][CH2:15][CH3:16])[O:17][CH2:18][CH3:19])[N:8]=1. The yield is 0.356.